This data is from Experimentally validated miRNA-target interactions with 360,000+ pairs, plus equal number of negative samples. The task is: Binary Classification. Given a miRNA mature sequence and a target amino acid sequence, predict their likelihood of interaction. (1) The miRNA is mmu-miR-1927 with sequence GACCUCUGGAUGUUAGGGACUGA. The protein sequence of the target gene is MQAQQLPYEFFSEENAPKWRGLLVPALKKVQGQVHPTLESNDDALQYVEELILQLLNMLCQAQPRSASDVEERVQKSFPHPIDKWAIADAQSAIEKRKRRNPLSLPAERIHHLLREVLGYKIDHQVSVYIVAVLEYISADILKLVGNYVRNIRHYEITKQDIKVAMCADKVLMDMFHQDVEDINILSLTDEEPSTSGEQTYYDLVKAFMAEIRQYIRELNLIIKVFREPFVSNSKLFSSNDVENIFSRIVDIHELSVKLLGHIEDTVEMTDEGSPHPLVGSCFEDLAEELAFDPYESYAR.... Result: 1 (interaction). (2) The miRNA is mmu-miR-3967 with sequence AGCUUGUCUGACUGAUGUUG. The protein sequence of the target gene is MAAALGASGGAGAGDDDFDQFDKPGAERSWRRRAADEDWDSELEDDLLGEDLLSGKKNQSDLSDEELNDDLLQSDNEDEENFSSQGVTISLNATSGMVTSFELSDNTNDQSGEQESEYEQEQGEDELVYHKSDGSELYTQEYPEEGQYEGHEAELTEDQIEYVEEPEEEQLYTDEVLDIEINEPLDEFTGGMETLELQKDIKEESDEEEEDDEESGRLRFKTERKEGTIIRLSDVTRERRNIPETLELSAEAKAALLEFEERERQHKQGRYSSRRGGRRGGPLMCRGVGDQRRESTERGR.... Result: 0 (no interaction). (3) The miRNA is mmu-miR-3098-5p with sequence UCCUAACAGCAGGAGUAGGAGC. The protein sequence of the target gene is MSAAIAALAASYGSGSGSESDSDSESSRCPLPAADSLMHLTKSPSSKPSLAVAVDSAPEVAVKEDLETGVHLDPAVKEVQYNPTYETMFAPEFGPENPFRTQQMAAPRNMLSGYAEPAHINDFMFEQQRRTFATYGYALDPSLDNHQVSAKYIGSVEEAEKNQGLTVFETGQKKTEKRKKFKENDASNIDGFLGPWAKYVDEKDVAKPSEEEQKELDEITAKRQKKGKQEEEKPGEEKTILHVKEMYDYQGRSYLHIPQDVGVNLRSTMPPEKCYLPKKQIHVWSGHTKGVSAVRLFPLS.... Result: 0 (no interaction). (4) The miRNA is hsa-miR-6858-3p with sequence CAGCCAGCCCCUGCUCACCCCU. The protein sequence of the target gene is MALVFVYGTLKRGQPNHRVLRDGAHGSAAFRARGRTLEPYPLVIAGEHNIPWLLHLPGSGRLVEGEVYAVDERMLRFLDDFESCPALYQRTVLRVQLLEDRAPGAEEPPAPTAVQCFVYSRATFPPEWAQLPHHDSYDSEGPHGLRYNPRENR. Result: 0 (no interaction). (5) The miRNA is mmu-miR-1194 with sequence GAAUGAGUAACUGCUAGAUCCU. The protein sequence of the target gene is MASHVDLLTELQLLEKVPTLERLRAAQKRRAQQLKKWAQYEQDLLHRKRKHERKRSTGGRRKKVSFEASVALLEASLRNDAEEVRYFLKNKVSPDLCNEDGLTALHQCCIDNFEEIVKLLLSHGANVNAKDNELWTPLHAAATCGHINLVKILVQYGADLLAVNSDGNMPYDLCEDEPTLDVIETCMAYQGITQEKINEMRAAPEQKMISDIHCMIAAGQDLDWIDGQGATLLHIAGANGYLRAAELLLDHGVRVDVKDWDGWEPLHAAAFWGQMPMAELLVSHGASLSARTSMDEMPID.... Result: 1 (interaction). (6) The miRNA is cel-miR-1829b-5p with sequence AAGCGAUCUUCUAGAUGGUUGUA. The protein sequence of the target gene is MSEIRKPLLGFVHKLQDANASGSSGKTHCPTCLRLFKVPRLLPCLHTVCTTCLEKLDPFSVVDIRGGDSDTSSEGSVFQDPELCSLQPQIGILCPVCDAQVDLPLGGVKALTVDHLAMNDVLLENLRGEGQGLVCDLCSDREVEKRCQTCKANLCHFCCQAHRRQKKTTYHTMVDLKDLKGYSQVGKPILCPSHPAEELRLFCELCDRPVCRDCVVGEHREHPYDFTSNVIHKHGDSVRELLRDTQPHVEALEDALAQIKSVNNALQERVEAVAADVRTFSEGYIKAIEEHRDKLLQQLD.... Result: 0 (no interaction). (7) The miRNA is hsa-miR-6516-3p with sequence AUCAUGUAUGAUACUGCAAACA. The protein sequence of the target gene is MSDLQAAEGPGSWSPTARPGSAGGVGDCQGVEGSQAAASENEDLENKDTSLLASATDPEPCSSPHRPQMVSPVSKDATEDLRKATGPLEAQALVKQDLLPADQAQVLNEMAKYQVPQRSGDIVMIQSEHTGAIDVLSADLESADLLGDHRKVSPPLMAPPCIWTFAKVKEFKSKLGKEKNSRLVVKRGEVVTIRVPTHPEGKRVCWEFATDDYDIGFGVYFDWTPVTSTDITVQVSDSSDDEDEEEEEEEEIEEPVPAGDVERGSRSSLRGRYGEVMPVYRRDSHRDVQAGSHDYPGEGI.... Result: 0 (no interaction).